This data is from Forward reaction prediction with 1.9M reactions from USPTO patents (1976-2016). The task is: Predict the product of the given reaction. Given the reactants N(C(OCC)=O)=NC(OCC)=O.[Cl:13][C:14]1[CH:33]=[CH:32][C:17]([NH:18][C:19]2[C:28]3[C:23](=[CH:24][C:25]([OH:31])=[C:26]([O:29][CH3:30])[CH:27]=3)[N:22]=[CH:21][N:20]=2)=[C:16]([F:34])[CH:15]=1.C1(P(C2C=CC=CC=2)C2C=CC=CC=2)C=CC=CC=1.O[CH2:55][CH2:56][N:57]1[CH:61]=[CH:60][N:59]=[C:58]1[CH3:62], predict the reaction product. The product is: [ClH:13].[Cl:13][C:14]1[CH:33]=[CH:32][C:17]([NH:18][C:19]2[C:28]3[C:23](=[CH:24][C:25]([O:31][CH2:55][CH2:56][N:57]4[CH:61]=[CH:60][N:59]=[C:58]4[CH3:62])=[C:26]([O:29][CH3:30])[CH:27]=3)[N:22]=[CH:21][N:20]=2)=[C:16]([F:34])[CH:15]=1.